This data is from Retrosynthesis with 50K atom-mapped reactions and 10 reaction types from USPTO. The task is: Predict the reactants needed to synthesize the given product. (1) Given the product CC(C)OC(=O)C1(C(=O)OC(C)C)CC(=CC#N)C1, predict the reactants needed to synthesize it. The reactants are: CC(C)OC(=O)C1(C(=O)OC(C)C)CC(=O)C1.CCOP(=O)(CC#N)OCC. (2) Given the product CCCCCC1C(=O)CCC1CC(C)=O, predict the reactants needed to synthesize it. The reactants are: CCCCCC1C(=O)CCC1C(C(C)=O)C(=O)OCC. (3) Given the product O=C(NCCO)C1CN(C(=O)c2ccc(F)c(F)c2Nc2ccc(I)cc2F)C1, predict the reactants needed to synthesize it. The reactants are: NCCO.O=C(O)C1CN(C(=O)c2ccc(F)c(F)c2Nc2ccc(I)cc2F)C1. (4) Given the product CC(=O)Nc1ccc(-c2nc(N3CCOCC3)c3ccc4c(ccn4CCN(C)C)c3n2)cc1, predict the reactants needed to synthesize it. The reactants are: CC(=O)Cl.CN(C)CCn1ccc2c3nc(-c4ccc(N)cc4)nc(N4CCOCC4)c3ccc21. (5) Given the product O=C(O)c1cc(C(=O)O)c(C(=O)N(Cc2cccc(-c3ccc(Cl)cc3)c2)[C@H]2CCCc3ccccc32)cc1C(=O)O, predict the reactants needed to synthesize it. The reactants are: O=C(O)c1cc(C(=O)O)c(C(=O)N(Cc2cccc(Br)c2)[C@H]2CCCc3ccccc32)cc1C(=O)O.OB(O)c1ccc(Cl)cc1. (6) Given the product CC1(O)CCC(O)CC1, predict the reactants needed to synthesize it. The reactants are: CC1(O)CCC(=O)CC1. (7) Given the product O=C(O)C(F)(F)F, predict the reactants needed to synthesize it. The reactants are: Cc1c2c(nn1-c1nnc(-c3ccc(OC(C)C)c(C#N)c3)s1)CCN(C(=O)OC(C)(C)C)C2. (8) Given the product Cc1nc2c3c(nn2c(C)c1Cl)CN(C(=O)c1ccccc1OCCN(C)CCO[Si](C)(C)C(C)(C)C)C3, predict the reactants needed to synthesize it. The reactants are: CC(C)(C)[Si](C)(C)OCC=O.CNCCOc1ccccc1C(=O)N1Cc2nn3c(C)c(Cl)c(C)nc3c2C1. (9) The reactants are: CC(C)[Si](OCCCCN1C(=O)COc2ccc(CCl)cc21)(C(C)C)C(C)C.COc1ccccc1COCCCOc1ccc(C2CCN(C(=O)OCc3ccccc3)CC2O)cc1. Given the product COc1ccccc1COCCCOc1ccc(C2CCN(C(=O)OCc3ccccc3)CC2OCc2ccc3c(c2)N(CCCCO[Si](C(C)C)(C(C)C)C(C)C)C(=O)CO3)cc1, predict the reactants needed to synthesize it. (10) Given the product N[C@H]1CC[C@H](CO)CC1, predict the reactants needed to synthesize it. The reactants are: N[C@H]1CC[C@H](C(=O)O)CC1.